Dataset: Catalyst prediction with 721,799 reactions and 888 catalyst types from USPTO. Task: Predict which catalyst facilitates the given reaction. (1) Reactant: C([N:8]1[CH2:14][CH2:13][CH:12]([CH2:15][C:16]2[CH:21]=[CH:20][C:19]([F:22])=[CH:18][CH:17]=2)[O:11][CH2:10][CH2:9]1)C1C=CC=CC=1. Product: [F:22][C:19]1[CH:18]=[CH:17][C:16]([CH2:15][CH:12]2[O:11][CH2:10][CH2:9][NH:8][CH2:14][CH2:13]2)=[CH:21][CH:20]=1. The catalyst class is: 29. (2) Reactant: Cl.[NH2:2][CH2:3][C:4]1[CH:29]=[CH:28][C:7]([CH2:8][N:9]2[S:13](=[O:15])(=[O:14])[N:12]([CH2:16][C:17]3[CH:22]=[CH:21][C:20]([O:23][CH3:24])=[CH:19][C:18]=3[O:25][CH3:26])[C:11](=[O:27])[CH2:10]2)=[CH:6][CH:5]=1.[C:30]([NH:37][CH2:38][C:39](O)=[O:40])([O:32][C:33]([CH3:36])([CH3:35])[CH3:34])=[O:31].CCN=C=NCCCN(C)C.Cl. Product: [C:33]([O:32][C:30](=[O:31])[NH:37][CH2:38][C:39](=[O:40])[NH:2][CH2:3][C:4]1[CH:5]=[CH:6][C:7]([CH2:8][N:9]2[CH2:10][C:11](=[O:27])[N:12]([CH2:16][C:17]3[CH:22]=[CH:21][C:20]([O:23][CH3:24])=[CH:19][C:18]=3[O:25][CH3:26])[S:13]2(=[O:14])=[O:15])=[CH:28][CH:29]=1)([CH3:36])([CH3:34])[CH3:35]. The catalyst class is: 1. (3) Reactant: [N:1]1[C:5]2[CH:6]=[CH:7][CH:8]=[N:9][C:4]=2[NH:3][CH:2]=1.Br[CH2:11][C:12]([O:14][CH2:15][C:16]1[CH:21]=[CH:20][CH:19]=[CH:18][CH:17]=1)=[O:13].C([O-])([O-])=O.[Cs+].[Cs+]. Product: [CH2:15]([O:14][C:12](=[O:13])[CH2:11][N:3]1[C:4]2=[N:9][CH:8]=[CH:7][CH:6]=[C:5]2[N:1]=[CH:2]1)[C:16]1[CH:21]=[CH:20][CH:19]=[CH:18][CH:17]=1. The catalyst class is: 499. (4) Reactant: [CH3:1]C(C)([O-])C.[K+].[OH:7][CH2:8][C@H:9]1[N:19]2[C@@H:13]([S:14][CH2:15][CH2:16][C@H:17]([NH:21][C:22](=[O:28])[O:23][C:24]([CH3:27])([CH3:26])[CH3:25])[C:18]2=[O:20])[CH2:12][CH2:11][CH2:10]1.IC. Product: [CH3:1][O:7][CH2:8][C@H:9]1[N:19]2[C@@H:13]([S:14][CH2:15][CH2:16][C@H:17]([NH:21][C:22](=[O:28])[O:23][C:24]([CH3:25])([CH3:27])[CH3:26])[C:18]2=[O:20])[CH2:12][CH2:11][CH2:10]1. The catalyst class is: 1. (5) Reactant: [CH3:1][O:2][C:3]1[CH:11]=[C:10]2[C:6]([C:7](=[O:13])[C:8](=[O:12])[NH:9]2)=[CH:5][CH:4]=1.C([O-])([O-])=O.[K+].[K+].Br[CH2:21][C:22]([O:24][C:25]([CH3:28])([CH3:27])[CH3:26])=[O:23]. Product: [CH3:1][O:2][C:3]1[CH:11]=[C:10]2[C:6]([C:7](=[O:13])[C:8](=[O:12])[N:9]2[CH2:21][C:22]([O:24][C:25]([CH3:28])([CH3:27])[CH3:26])=[O:23])=[CH:5][CH:4]=1. The catalyst class is: 10. (6) Reactant: CN(C(ON1N=NC2C=CC=CC1=2)=[N+](C)C)C.[B-](F)(F)(F)F.[O:23]=[C:24]1[NH:32][C:27]2=[N:28][CH:29]=[CH:30][CH:31]=[C:26]2[N:25]1[CH:33]1[CH2:38][CH2:37][N:36]([C:39]2[N:44]=[CH:43][N:42]=[C:41]([C:45]([OH:47])=O)[CH:40]=2)[CH2:35][CH2:34]1.Cl.Cl.[CH3:50][C:51]1([CH3:60])[CH2:56][NH:55][CH2:54][C:53]2[CH:57]=[N:58][NH:59][C:52]1=2.C(N(CC)CC)C. Product: [CH3:50][C:51]1([CH3:60])[CH2:56][N:55]([C:45]([C:41]2[N:42]=[CH:43][N:44]=[C:39]([N:36]3[CH2:37][CH2:38][CH:33]([N:25]4[C:26]5[C:27](=[N:28][CH:29]=[CH:30][CH:31]=5)[NH:32][C:24]4=[O:23])[CH2:34][CH2:35]3)[CH:40]=2)=[O:47])[CH2:54][C:53]2[CH:57]=[N:58][NH:59][C:52]1=2. The catalyst class is: 3.